Dataset: Full USPTO retrosynthesis dataset with 1.9M reactions from patents (1976-2016). Task: Predict the reactants needed to synthesize the given product. (1) Given the product [O:23]=[C:22]1[CH2:21][CH2:20][CH2:19][C:18](=[O:24])[C:17]1=[CH:16][NH:12][NH:11][S:8]([C:5]1[CH:6]=[CH:7][C:2]([CH3:1])=[CH:3][CH:4]=1)(=[O:10])=[O:9], predict the reactants needed to synthesize it. The reactants are: [CH3:1][C:2]1[CH:7]=[CH:6][C:5]([S:8]([NH:11][NH2:12])(=[O:10])=[O:9])=[CH:4][CH:3]=1.CN([CH:16]=[C:17]1[C:22](=[O:23])[CH2:21][CH2:20][CH2:19][C:18]1=[O:24])C. (2) Given the product [CH:27]1([C:30]2[C:35]([C:36]3[CH:41]=[CH:40][C:39]([F:42])=[CH:38][C:37]=3[F:43])=[C:34]([F:44])[C:33]([O:45][CH:46]([CH3:48])[CH3:47])=[C:32]([CH2:19][N:17]3[CH2:16][C:15]4([CH2:26][C:12]([N:9]5[CH2:10][CH2:11][CH:6]([C:4]([O:3][CH2:1][CH3:2])=[O:5])[CH2:7][CH2:8]5)=[N:13][O:14]4)[CH2:18]3)[CH:31]=2)[CH2:29][CH2:28]1, predict the reactants needed to synthesize it. The reactants are: [CH2:1]([O:3][C:4]([CH:6]1[CH2:11][CH2:10][N:9]([C:12]2[CH2:26][C:15]3([CH2:18][N:17]([C:19](OC(C)(C)C)=O)[CH2:16]3)[O:14][N:13]=2)[CH2:8][CH2:7]1)=[O:5])[CH3:2].[CH:27]1([C:30]2[C:35]([C:36]3[CH:41]=[CH:40][C:39]([F:42])=[CH:38][C:37]=3[F:43])=[C:34]([F:44])[C:33]([O:45][CH:46]([CH3:48])[CH3:47])=[C:32](C=O)[CH:31]=2)[CH2:29][CH2:28]1. (3) Given the product [C:1]([O:5][C@@H:6]([C:12]1[C:37]([CH3:38])=[CH:36][C:15]2[N:16]=[C:17]([C:19]3[CH:24]=[CH:23][N:22]=[C:21]([C:25]4[CH:26]=[N:27][C:28]5[N:29]([N:31]=[CH:32][C:33]=5[CH2:34][CH3:35])[CH:30]=4)[CH:20]=3)[S:18][C:14]=2[C:13]=1[C:39]1[CH:40]=[CH:41][C:42]([Cl:45])=[CH:43][CH:44]=1)[C:7]([OH:9])=[O:8])([CH3:2])([CH3:3])[CH3:4], predict the reactants needed to synthesize it. The reactants are: [C:1]([O:5][C@@H:6]([C:12]1[C:37]([CH3:38])=[CH:36][C:15]2[N:16]=[C:17]([C:19]3[CH:24]=[CH:23][N:22]=[C:21]([C:25]4[CH:26]=[N:27][C:28]5[N:29]([N:31]=[CH:32][C:33]=5[CH2:34][CH3:35])[CH:30]=4)[CH:20]=3)[S:18][C:14]=2[C:13]=1[C:39]1[CH:44]=[CH:43][C:42]([Cl:45])=[CH:41][CH:40]=1)[C:7]([O:9]CC)=[O:8])([CH3:4])([CH3:3])[CH3:2].[I-].[Li+]. (4) Given the product [F:23][C:22]1[CH:17]=[C:9]([C:14]2[C:36]([OH:39])=[CH:37][CH:11]=[C:12]([F:15])[CH:13]=2)[CH:10]=[CH:20][C:21]=1[S:24]([C:27]1[CH:32]=[CH:31][C:30]([O:33][CH3:34])=[CH:29][CH:28]=1)(=[O:25])=[O:26], predict the reactants needed to synthesize it. The reactants are: C(O[C:9]1([C:17]2C(O)=C[CH:20]=[C:21]([S:24]([C:27]3[CH:32]=[CH:31][C:30]([O:33][CH3:34])=[CH:29][CH:28]=3)(=[O:26])=[O:25])[C:22]=2[F:23])[CH:14]=[CH:13][C:12]([F:15])=[CH:11][CH:10]1O)C1C=CC=CC=1.[C:36]([OH:39])(=O)[CH3:37]. (5) Given the product [Cl:6][C:7]1[CH:12]=[C:11]([NH:5][CH2:4][CH2:3][O:2][CH3:1])[C:10]([C:14]([F:15])([F:16])[F:17])=[CH:9][N:8]=1.[Cl:13][C:11]1[C:10]([C:14]([F:17])([F:15])[F:16])=[CH:9][N:8]=[C:7]([NH:5][CH2:4][CH2:3][O:2][CH3:1])[CH:12]=1, predict the reactants needed to synthesize it. The reactants are: [CH3:1][O:2][CH2:3][CH2:4][NH2:5].[Cl:6][C:7]1[CH:12]=[C:11]([Cl:13])[C:10]([C:14]([F:17])([F:16])[F:15])=[CH:9][N:8]=1. (6) Given the product [CH3:1][O:2][C:3]1[CH:4]=[C:5]([C:13]2[CH:18]=[CH:17][C:16]([N+:19]([O-:21])=[O:20])=[CH:15][CH:14]=2)[CH:6]=[CH:7][C:8]=1[C:9]([OH:11])=[O:10], predict the reactants needed to synthesize it. The reactants are: [CH3:1][O:2][C:3]1[CH:4]=[C:5]([C:13]2[CH:18]=[CH:17][C:16]([N+:19]([O-:21])=[O:20])=[CH:15][CH:14]=2)[CH:6]=[CH:7][C:8]=1[C:9]([O:11]C)=[O:10].CO.O.[OH-].[Na+]. (7) Given the product [F:1][CH:2]([F:16])[CH2:3][O:4][C:5]1[N:10]=[CH:9][C:8]([CH:11]([NH:23][S@@:21]([C:18]([CH3:20])([CH3:19])[CH3:17])=[O:22])[CH3:12])=[CH:7][C:6]=1[CH2:14][CH3:15], predict the reactants needed to synthesize it. The reactants are: [F:1][CH:2]([F:16])[CH2:3][O:4][C:5]1[N:10]=[CH:9][C:8]([C:11](=O)[CH3:12])=[CH:7][C:6]=1[CH2:14][CH3:15].[CH3:17][C:18]([S@:21]([NH2:23])=[O:22])([CH3:20])[CH3:19]. (8) Given the product [C:1]([N:4]1[C:10]([CH3:11])=[CH:9][C:8]2[CH:12]=[CH:13][C:14]([Cl:16])=[CH:15][C:7]=2[C:6]([C:17]2[CH:22]=[CH:21][C:20]([NH2:23])=[C:19]([CH3:26])[CH:18]=2)=[N:5]1)(=[O:3])[CH3:2], predict the reactants needed to synthesize it. The reactants are: [C:1]([N:4]1[C:10]([CH3:11])=[CH:9][C:8]2[CH:12]=[CH:13][C:14]([Cl:16])=[CH:15][C:7]=2[C:6]([C:17]2[CH:22]=[CH:21][C:20]([N+:23]([O-])=O)=[C:19]([CH3:26])[CH:18]=2)=[N:5]1)(=[O:3])[CH3:2].O.NN.